Dataset: Reaction yield outcomes from USPTO patents with 853,638 reactions. Task: Predict the reaction yield, written as a fraction of the theoretical maximum amount of product (1.0 means a 100% yield; for example, 0.34 means a 34% yield). (1) The reactants are CS(O[CH:6]1[CH2:9][N:8]([C:10]2[S:11][CH:12]=[C:13]([C:15](=[O:35])[NH:16][C@@H:17]3[CH2:21][CH2:20][N:19]([C:22]([O:24][CH2:25][C:26]4[CH:31]=[CH:30][C:29]([N+:32]([O-:34])=[O:33])=[CH:28][CH:27]=4)=[O:23])[CH2:18]3)[N:14]=2)[CH2:7]1)(=O)=O.[C:36]([O-:39])(=[S:38])[CH3:37].[K+]. The catalyst is CN(C)C=O. The product is [C:36]([S:38][CH:6]1[CH2:7][N:8]([C:10]2[S:11][CH:12]=[C:13]([C:15](=[O:35])[NH:16][C@@H:17]3[CH2:21][CH2:20][N:19]([C:22]([O:24][CH2:25][C:26]4[CH:31]=[CH:30][C:29]([N+:32]([O-:34])=[O:33])=[CH:28][CH:27]=4)=[O:23])[CH2:18]3)[N:14]=2)[CH2:9]1)(=[O:39])[CH3:37]. The yield is 0.690. (2) The reactants are [CH3:1][C:2]([CH3:37])([CH3:36])[C@H:3]([NH:8][C:9]([N:11]1[C:19]2[CH2:18][CH2:17][N:16]([C:20](OC(C)(C)C)=O)[CH2:15][C:14]=2[C:13]([C:27]2[CH:32]=[C:31]([F:33])[C:30]([F:34])=[CH:29][C:28]=2[F:35])=[N:12]1)=[O:10])[C:4]([NH:6][CH3:7])=[O:5]. The catalyst is C(O)(C(F)(F)F)=O.C(Cl)Cl.C1(C)C=CC=CC=1. The product is [CH3:1][C:2]([CH3:37])([CH3:36])[C@H:3]([NH:8][C:9]([N:11]1[C:19]2[CH2:18][CH2:17][N:16]([CH3:20])[CH2:15][C:14]=2[C:13]([C:27]2[CH:32]=[C:31]([F:33])[C:30]([F:34])=[CH:29][C:28]=2[F:35])=[N:12]1)=[O:10])[C:4]([NH:6][CH3:7])=[O:5]. The yield is 0.490. (3) The catalyst is C1(C)C=CC=CC=1.C1(C)C=CC(S(O)(=O)=O)=CC=1. The yield is 0.640. The reactants are [Br:1][C:2]1[CH:9]=[CH:8][C:5]([CH:6]=[O:7])=[CH:4][CH:3]=1.[CH3:10][C:11]([CH2:15]O)([CH2:13][OH:14])[CH3:12]. The product is [Br:1][C:2]1[CH:9]=[CH:8][C:5]([CH:6]2[O:14][CH2:13][C:11]([CH3:15])([CH3:12])[CH2:10][O:7]2)=[CH:4][CH:3]=1.